Dataset: Reaction yield outcomes from USPTO patents with 853,638 reactions. Task: Predict the reaction yield, written as a fraction of the theoretical maximum amount of product (1.0 means a 100% yield; for example, 0.34 means a 34% yield). (1) The reactants are [F:1][C:2]1[CH:3]=[CH:4][C:5]([OH:11])=[C:6]([B:8]([OH:10])[OH:9])[CH:7]=1.O[C:13]([C:16](O)([CH3:18])[CH3:17])([CH3:15])[CH3:14]. The catalyst is C1(C)C=CC=CC=1. The product is [F:1][C:2]1[CH:3]=[CH:4][C:5]([OH:11])=[C:6]([B:8]2[O:9][C:16]([CH3:18])([CH3:17])[C:13]([CH3:15])([CH3:14])[O:10]2)[CH:7]=1. The yield is 0.920. (2) The yield is 0.302. The product is [F:5][C:6]1[CH:13]=[C:12]([OH:14])[C:11]([N+:1]([O-:4])=[O:2])=[CH:10][C:7]=1[C:8]#[N:9]. The catalyst is C(O)(=O)C. The reactants are [N+:1]([O-:4])(O)=[O:2].[F:5][C:6]1[CH:13]=[C:12]([OH:14])[CH:11]=[CH:10][C:7]=1[C:8]#[N:9]. (3) The reactants are Cl[C:2]1[N:3]=[N:4][C:5]([N:10]2[CH2:15][CH2:14][N:13]([C:16]3[CH:21]=[CH:20][C:19]([C:22]([F:25])([F:24])[F:23])=[CH:18][N:17]=3)[CH2:12][CH2:11]2)=[C:6]([CH3:9])[C:7]=1[CH3:8].[C:26](#[N:28])[CH3:27].[Li+].C[Si]([N-][Si](C)(C)C)(C)C. The catalyst is C1(C)C=CC=CC=1. The product is [CH3:8][C:7]1[C:6]([CH3:9])=[C:5]([N:10]2[CH2:15][CH2:14][N:13]([C:16]3[CH:21]=[CH:20][C:19]([C:22]([F:25])([F:24])[F:23])=[CH:18][N:17]=3)[CH2:12][CH2:11]2)[N:4]=[N:3][C:2]=1[CH2:27][C:26]#[N:28]. The yield is 0.500. (4) The reactants are Br[C:2]1[CH:3]=[C:4]([CH2:9][NH:10][C:11]([C:13]2[CH:18]=[CH:17][CH:16]=[C:15]([C:19]([NH:21][CH2:22][C:23]3[C:24]([NH:36][CH:37]4[CH2:42][CH2:41][O:40][CH2:39][CH2:38]4)=[C:25]4[CH:33]=[N:32][N:31]([CH2:34][CH3:35])[C:26]4=[N:27][C:28]=3[CH2:29][CH3:30])=[O:20])[N:14]=2)=[O:12])[CH:5]=[CH:6][C:7]=1[Cl:8].[CH3:43][N:44]1[CH2:49][CH2:48][CH:47]([CH2:50][C:51]2[CH:56]=[CH:55][CH:54]=[C:53](B3OC(C)(C)C(C)(C)O3)[CH:52]=2)[CH2:46][CH2:45]1.C([O-])([O-])=O.[Na+].[Na+]. The catalyst is O1CCOCC1.O.C1C=CC(P(C2C=CC=CC=2)[C-]2C=CC=C2)=CC=1.C1C=CC(P(C2C=CC=CC=2)[C-]2C=CC=C2)=CC=1.Cl[Pd]Cl.[Fe+2]. The product is [Cl:8][C:7]1[C:2]([C:55]2[CH:54]=[CH:53][CH:52]=[C:51]([CH2:50][CH:47]3[CH2:48][CH2:49][N:44]([CH3:43])[CH2:45][CH2:46]3)[CH:56]=2)=[CH:3][C:4]([CH2:9][NH:10][C:11]([C:13]2[CH:18]=[CH:17][CH:16]=[C:15]([C:19]([NH:21][CH2:22][C:23]3[C:24]([NH:36][CH:37]4[CH2:42][CH2:41][O:40][CH2:39][CH2:38]4)=[C:25]4[CH:33]=[N:32][N:31]([CH2:34][CH3:35])[C:26]4=[N:27][C:28]=3[CH2:29][CH3:30])=[O:20])[N:14]=2)=[O:12])=[CH:5][CH:6]=1. The yield is 0.172. (5) The reactants are [C:1](Cl)(=[O:4])[CH2:2][CH3:3].[NH2:6][C:7]1[C:15]2[C:10](=[N:11][CH:12]=[C:13]([Br:30])[C:14]=2[N:16]2[CH2:21][CH2:20][CH2:19][C@@H:18]([NH:22][C:23](=[O:29])[O:24][C:25]([CH3:28])([CH3:27])[CH3:26])[CH2:17]2)[NH:9][CH:8]=1.[Li+].[OH-]. The catalyst is CN1C(=O)CCC1.C(Cl)Cl.O.N1C=CC=CC=1. The product is [Br:30][C:13]1[C:14]([N:16]2[CH2:21][CH2:20][CH2:19][C@@H:18]([NH:22][C:23](=[O:29])[O:24][C:25]([CH3:27])([CH3:26])[CH3:28])[CH2:17]2)=[C:15]2[C:7]([NH:6][C:1](=[O:4])[CH2:2][CH3:3])=[CH:8][NH:9][C:10]2=[N:11][CH:12]=1. The yield is 0.528.